From a dataset of NCI-60 drug combinations with 297,098 pairs across 59 cell lines. Regression. Given two drug SMILES strings and cell line genomic features, predict the synergy score measuring deviation from expected non-interaction effect. Cell line: DU-145. Drug 2: CC(CN1CC(=O)NC(=O)C1)N2CC(=O)NC(=O)C2. Drug 1: COC1=C(C=C2C(=C1)N=CN=C2NC3=CC(=C(C=C3)F)Cl)OCCCN4CCOCC4. Synergy scores: CSS=42.8, Synergy_ZIP=-2.48, Synergy_Bliss=1.77, Synergy_Loewe=-2.83, Synergy_HSA=6.94.